Task: Binary Classification. Given a drug SMILES string, predict its activity (active/inactive) in a high-throughput screening assay against a specified biological target.. Dataset: HIV replication inhibition screening data with 41,000+ compounds from the AIDS Antiviral Screen (1) The molecule is NC(=O)C(=O)Cc1nc2ccccc2s1. The result is 0 (inactive). (2) The molecule is COc1cc(C2c3cc4c(cc3CC3COC(=O)N32)OCO4)cc(OC)c1OC. The result is 0 (inactive). (3) The drug is CC1=NN(c2ccc(S(=O)(=O)O)cc2)C(=O)C1N=Nc1ccc(-c2ccc(N=Nc3ccc(OS(=O)(=O)c4ccc(C)cc4)cc3)c(S(=O)(=O)O)c2)cc1. The result is 1 (active). (4) The compound is C#CCNC(=O)NC(CCCCNC(=O)OCc1ccccc1)C(=O)OCc1ccccc1. The result is 0 (inactive). (5) The compound is Cc1cn(C2CC(NC(=O)N(C)O)C(CO[Si](C)(C)C(C)(C)C)O2)c(=O)[nH]c1=O. The result is 0 (inactive). (6) The result is 0 (inactive). The compound is O=C(c1ccc(Cl)cc1)c1ccc(N=[N+]([O-])c2ccc(C(=O)c3ccc(Cl)cc3)cc2)cc1. (7) The molecule is O=C1C(=CC=C2SC(c3ccccc3)(c3ccccc3)c3ccccc32)C(=O)c2ccccc21. The result is 0 (inactive). (8) The molecule is CC1=NN(C(=O)Cc2ccccc2)C(=O)C1=Cc1c(O)ccc2ccccc12. The result is 0 (inactive). (9) The compound is CC(=O)OCCOCn1c2c(c(=S)[nH]c1=O)CCC2. The result is 0 (inactive).